From a dataset of Forward reaction prediction with 1.9M reactions from USPTO patents (1976-2016). Predict the product of the given reaction. (1) Given the reactants Br[C:2]1[CH:3]=[CH:4][C:5]([NH:9][CH2:10][C:11]2[CH:16]=[CH:15][C:14]([Cl:17])=[CH:13][CH:12]=2)=[N:6][C:7]=1[F:8].[CH2:18]([Li])[CH2:19][CH2:20][CH3:21].Cl[Si](C)(C)CC[Si](Cl)(C)C.C([Li])(C)(C)C.[C:38]([Cu])#[N:39].C(OC([N:56]1C2[CH:53]=[CH:54][C:55](Cl)=[N:56][C:53]=2[C:54](CCl)=[CH:55]1)=O)(C)(C)C.[ClH:60].N, predict the reaction product. The product is: [Cl:17][C:14]1[CH:15]=[CH:16][C:11]([CH2:10][NH:9][C:5]2[CH:4]=[CH:3][C:2]([CH2:21][C:20]3[C:19]4[C:18](=[N:56][CH:55]=[C:54]([Cl:60])[CH:53]=4)[NH:39][CH:38]=3)=[C:7]([F:8])[N:6]=2)=[CH:12][CH:13]=1. (2) Given the reactants [CH3:1][C:2]([CH3:34])([CH3:33])[C:3]([O:5][C:6]1[CH:7]=[C:8]([CH2:19][C@H:20]([NH:25][C:26](=[O:32])[CH2:27][CH2:28][C:29]([OH:31])=[O:30])[C:21]([O:23][CH3:24])=[O:22])[CH:9]=[CH:10][C:11]=1[O:12][C:13](=[O:18])[C:14]([CH3:17])([CH3:16])[CH3:15])=[O:4].[CH3:35][CH2:36][N:37]([C:40](/[C:42](/[C:55]#[N:56])=[CH:43]/[C:44]1[CH:49]=[C:48](O)[C:47]([OH:51])=[C:46]([N+:52]([O-:54])=[O:53])[CH:45]=1)=[O:41])[CH2:38][CH3:39].C1(N=C=NC2CCCCC2)CCCCC1, predict the reaction product. The product is: [C:55](/[C:42](/[C:40](=[O:41])[N:37]([CH2:36][CH3:35])[CH2:38][CH3:39])=[CH:43]\[C:44]1[CH:45]=[C:46]([N+:52]([O-:54])=[O:53])[C:47]([OH:51])=[C:48]([O:30][C:29](=[O:31])[CH2:28][CH2:27][C:26]([NH:25][C@H:20]([C:21]([O:23][CH3:24])=[O:22])[CH2:19][C:8]2[CH:9]=[CH:10][C:11]([O:12][C:13](=[O:18])[C:14]([CH3:15])([CH3:16])[CH3:17])=[C:6]([O:5][C:3](=[O:4])[C:2]([CH3:34])([CH3:33])[CH3:1])[CH:7]=2)=[O:32])[CH:49]=1)#[N:56]. (3) Given the reactants [NH2:1][C@@H:2]1[CH2:6][CH2:5][N:4]([CH2:7][C:8]2[C:17]([Cl:18])=[C:16]3[C:11]([C:12](=[O:32])[N:13]([CH2:19][C:20]4[CH:25]=[C:24]([Cl:26])[CH:23]=[CH:22][C:21]=4[S:27]([CH2:30][CH3:31])(=[O:29])=[O:28])[CH:14]=[N:15]3)=[CH:10][C:9]=2[C:33]([F:36])([F:35])[F:34])[CH2:3]1.ClCCl, predict the reaction product. The product is: [Cl:18][C:17]1[C:8]([CH2:7][N:4]2[CH2:5][CH2:6][C@@H:2]([NH:1][S:27]([CH3:21])(=[O:29])=[O:28])[CH2:3]2)=[C:9]([C:33]([F:34])([F:35])[F:36])[CH:10]=[C:11]2[C:16]=1[N:15]=[CH:14][N:13]([CH2:19][C:20]1[CH:25]=[C:24]([Cl:26])[CH:23]=[CH:22][C:21]=1[S:27]([CH2:30][CH3:31])(=[O:29])=[O:28])[C:12]2=[O:32]. (4) Given the reactants Br[CH2:2][C:3]1[CH:12]=[CH:11][C:6]([C:7]([O:9][CH3:10])=[O:8])=[CH:5][C:4]=1[Cl:13].CO.O.O.O.O.O.[S:21]([O-:25])([O-:24])(=[O:23])=[S:22].[Na+:26].[Na+], predict the reaction product. The product is: [Cl:13][C:4]1[CH:5]=[C:6]([C:7]([O:9][CH3:10])=[O:8])[CH:11]=[CH:12][C:3]=1[CH2:2][SH:22]=[S:21]([O-:25])([O-:24])=[O:23].[Na+:26].[Na+:26]. (5) Given the reactants [NH2:1][C:2]1[N:6]([CH3:7])[C:5](=[O:8])[C:4]([C:21]2[CH:26]=[CH:25][C:24]([F:27])=[C:23](Br)[CH:22]=2)([C:9]2[CH:14]=[CH:13][C:12]([S:15]([F:20])([F:19])([F:18])([F:17])[F:16])=[CH:11][CH:10]=2)[N:3]=1.[F:29][C:30]1[CH:31]=[N:32][CH:33]=[C:34](B2OC(C)(C)C(C)(C)O2)[CH:35]=1, predict the reaction product. The product is: [NH2:1][C:2]1[N:6]([CH3:7])[C:5](=[O:8])[C:4]([C:21]2[CH:26]=[CH:25][C:24]([F:27])=[C:23]([C:34]3[CH:33]=[N:32][CH:31]=[C:30]([F:29])[CH:35]=3)[CH:22]=2)([C:9]2[CH:14]=[CH:13][C:12]([S:15]([F:20])([F:19])([F:18])([F:17])[F:16])=[CH:11][CH:10]=2)[N:3]=1. (6) Given the reactants [CH2:1]([C:3]1([CH:16]=[O:17])[CH2:15][CH:6]2[CH2:7][N:8]([C:10]([N:12]([CH3:14])[CH3:13])=[O:11])[CH2:9][CH:5]2[CH2:4]1)[CH3:2].O.O.P([O-])(O)(O)=[O:21].[Na+].Cl([O-])=O.[Na+].CC(=CC)C, predict the reaction product. The product is: [CH2:1]([C:3]1([C:16]([OH:21])=[O:17])[CH2:15][CH:6]2[CH2:7][N:8]([C:10](=[O:11])[N:12]([CH3:13])[CH3:14])[CH2:9][CH:5]2[CH2:4]1)[CH3:2]. (7) Given the reactants [Br:1][C:2]1[CH:3]=[C:4]([CH:8]=[O:9])[S:5][C:6]=1Br.N1C=CC=CC=1.[N:16]1[CH:21]=[CH:20][CH:19]=[C:18]([S:22]([O-:24])=[O:23])[CH:17]=1.[Na+].O, predict the reaction product. The product is: [Br:1][C:2]1[CH:3]=[C:4]([CH:8]=[O:9])[S:5][C:6]=1[S:22]([C:18]1[CH:17]=[N:16][CH:21]=[CH:20][CH:19]=1)(=[O:24])=[O:23]. (8) Given the reactants [F:1][C:2]1[CH:7]=[CH:6][C:5]([C:8]2[CH:13]=[CH:12][CH:11]=[C:10]([F:14])[CH:9]=2)=[CH:4][C:3]=1[CH2:15][NH:16][C:17]1[CH:22]=[CH:21][CH:20]=[C:19]([O:23]C)[CH:18]=1.B(Br)(Br)Br, predict the reaction product. The product is: [F:1][C:2]1[CH:7]=[CH:6][C:5]([C:8]2[CH:13]=[CH:12][CH:11]=[C:10]([F:14])[CH:9]=2)=[CH:4][C:3]=1[CH2:15][NH:16][C:17]1[CH:18]=[C:19]([OH:23])[CH:20]=[CH:21][CH:22]=1. (9) Given the reactants [Cl-].[CH2:2]([O:4][C:5]([C:7]1[N:8]=[C:9]([CH:12]2[CH2:17][CH2:16][NH2+:15][CH2:14][CH2:13]2)[S:10][CH:11]=1)=[O:6])[CH3:3].[CH3:18][C:19]1[CH:23]=[C:22]([CH3:24])[N:21]([C:25]([CH3:30])([CH3:29])[C:26](O)=[O:27])[N:20]=1, predict the reaction product. The product is: [CH3:18][C:19]1[CH:23]=[C:22]([CH3:24])[N:21]([C:25]([CH3:30])([CH3:29])[C:26]([N:15]2[CH2:16][CH2:17][CH:12]([C:9]3[S:10][CH:11]=[C:7]([C:5]([O:4][CH2:2][CH3:3])=[O:6])[N:8]=3)[CH2:13][CH2:14]2)=[O:27])[N:20]=1. (10) Given the reactants Br[C:2]1[CH:14]=[CH:13][C:5]([C:6]([O:8][C:9]([CH3:12])([CH3:11])[CH3:10])=[O:7])=[C:4]([NH:15][C:16]2[CH:21]=[CH:20][C:19]([F:22])=[CH:18][CH:17]=2)[CH:3]=1.[C:23]([NH:26][C:27]1[CH:28]=[C:29](B(O)O)[CH:30]=[CH:31][CH:32]=1)(=[O:25])[CH3:24].C(=O)([O-])[O-].[Na+].[Na+], predict the reaction product. The product is: [C:23]([NH:26][C:27]1[CH:32]=[C:31]([C:2]2[CH:14]=[CH:13][C:5]([C:6]([O:8][C:9]([CH3:12])([CH3:11])[CH3:10])=[O:7])=[C:4]([NH:15][C:16]3[CH:21]=[CH:20][C:19]([F:22])=[CH:18][CH:17]=3)[CH:3]=2)[CH:30]=[CH:29][CH:28]=1)(=[O:25])[CH3:24].